This data is from NCI-60 drug combinations with 297,098 pairs across 59 cell lines. The task is: Regression. Given two drug SMILES strings and cell line genomic features, predict the synergy score measuring deviation from expected non-interaction effect. Drug 1: CCC1(CC2CC(C3=C(CCN(C2)C1)C4=CC=CC=C4N3)(C5=C(C=C6C(=C5)C78CCN9C7C(C=CC9)(C(C(C8N6C)(C(=O)OC)O)OC(=O)C)CC)OC)C(=O)OC)O.OS(=O)(=O)O. Drug 2: C1CCC(C(C1)N)N.C(=O)(C(=O)[O-])[O-].[Pt+4]. Cell line: NCIH23. Synergy scores: CSS=4.27, Synergy_ZIP=0.210, Synergy_Bliss=5.22, Synergy_Loewe=0.934, Synergy_HSA=1.29.